Dataset: NCI-60 drug combinations with 297,098 pairs across 59 cell lines. Task: Regression. Given two drug SMILES strings and cell line genomic features, predict the synergy score measuring deviation from expected non-interaction effect. (1) Drug 1: C1CCN(CC1)CCOC2=CC=C(C=C2)C(=O)C3=C(SC4=C3C=CC(=C4)O)C5=CC=C(C=C5)O. Drug 2: CCC1=C2CN3C(=CC4=C(C3=O)COC(=O)C4(CC)O)C2=NC5=C1C=C(C=C5)O. Cell line: HL-60(TB). Synergy scores: CSS=70.4, Synergy_ZIP=6.97, Synergy_Bliss=11.3, Synergy_Loewe=-41.5, Synergy_HSA=7.07. (2) Drug 1: CC1C(C(CC(O1)OC2CC(CC3=C2C(=C4C(=C3O)C(=O)C5=C(C4=O)C(=CC=C5)OC)O)(C(=O)CO)O)N)O.Cl. Drug 2: N.N.Cl[Pt+2]Cl. Cell line: SNB-75. Synergy scores: CSS=46.6, Synergy_ZIP=-8.09, Synergy_Bliss=-2.01, Synergy_Loewe=-0.269, Synergy_HSA=2.84. (3) Drug 1: C1C(C(OC1N2C=NC3=C(N=C(N=C32)Cl)N)CO)O. Drug 2: CC1C(C(CC(O1)OC2CC(CC3=C2C(=C4C(=C3O)C(=O)C5=C(C4=O)C(=CC=C5)OC)O)(C(=O)CO)O)N)O.Cl. Cell line: TK-10. Synergy scores: CSS=29.7, Synergy_ZIP=-6.09, Synergy_Bliss=-2.48, Synergy_Loewe=-4.05, Synergy_HSA=0.354.